Dataset: NCI-60 drug combinations with 297,098 pairs across 59 cell lines. Task: Regression. Given two drug SMILES strings and cell line genomic features, predict the synergy score measuring deviation from expected non-interaction effect. (1) Drug 1: CN1C(=O)N2C=NC(=C2N=N1)C(=O)N. Drug 2: C1=NNC2=C1C(=O)NC=N2. Cell line: NCI-H460. Synergy scores: CSS=-4.54, Synergy_ZIP=1.86, Synergy_Bliss=-1.01, Synergy_Loewe=-8.70, Synergy_HSA=-6.43. (2) Drug 1: CS(=O)(=O)C1=CC(=C(C=C1)C(=O)NC2=CC(=C(C=C2)Cl)C3=CC=CC=N3)Cl. Drug 2: CC1C(C(CC(O1)OC2CC(CC3=C2C(=C4C(=C3O)C(=O)C5=C(C4=O)C(=CC=C5)OC)O)(C(=O)CO)O)N)O.Cl. Cell line: UACC62. Synergy scores: CSS=56.3, Synergy_ZIP=-2.44, Synergy_Bliss=-1.97, Synergy_Loewe=0.966, Synergy_HSA=0.961. (3) Drug 1: C1=CC=C(C(=C1)C(C2=CC=C(C=C2)Cl)C(Cl)Cl)Cl. Drug 2: C#CCC(CC1=CN=C2C(=N1)C(=NC(=N2)N)N)C3=CC=C(C=C3)C(=O)NC(CCC(=O)O)C(=O)O. Cell line: RXF 393. Synergy scores: CSS=2.39, Synergy_ZIP=-2.94, Synergy_Bliss=-5.06, Synergy_Loewe=-24.7, Synergy_HSA=-7.51.